Dataset: Reaction yield outcomes from USPTO patents with 853,638 reactions. Task: Predict the reaction yield, written as a fraction of the theoretical maximum amount of product (1.0 means a 100% yield; for example, 0.34 means a 34% yield). The yield is 0.910. The catalyst is C(OCC)(=O)C.O. The product is [OH:2][C:3]1[CH:11]=[C:10]([O:12][CH3:13])[C:9]([O:14][CH3:15])=[CH:8][C:4]=1[C:5]([OH:7])=[O:6]. The reactants are C[O:2][C:3]1[CH:11]=[C:10]([O:12][CH3:13])[C:9]([O:14][CH3:15])=[CH:8][C:4]=1[C:5]([OH:7])=[O:6].[Na+].[Br-].B(F)(F)F.CCOCC.[OH-].[Na+].